Task: Predict which catalyst facilitates the given reaction.. Dataset: Catalyst prediction with 721,799 reactions and 888 catalyst types from USPTO (1) Reactant: [CH2:1]([N:8]1[C:12](=[O:13])[CH2:11][CH:10]([C:14]([O:16]C)=[O:15])[CH2:9]1)[C:2]1[CH:7]=[CH:6][CH:5]=[CH:4][CH:3]=1.[OH-].[Li+].S([O-])(O)(=O)=O.[K+]. Product: [CH2:1]([N:8]1[C:12](=[O:13])[CH2:11][CH:10]([C:14]([OH:16])=[O:15])[CH2:9]1)[C:2]1[CH:7]=[CH:6][CH:5]=[CH:4][CH:3]=1. The catalyst class is: 111. (2) Reactant: [NH2:1][C:2]1[O:3][CH2:4][C@@:5]2([N:28]=1)[C:18]1[CH:17]=[C:16]([OH:19])[CH:15]=[C:14]([F:20])[C:13]=1[O:12][C:11]1[C:6]2=[CH:7][C:8]([C:21]2[C:22]([F:27])=[N:23][CH:24]=[CH:25][CH:26]=2)=[CH:9][CH:10]=1.[F:29][C:30]([F:49])([F:48])[S:31](N(C1C=CC=CC=1)[S:31]([C:30]([F:49])([F:48])[F:29])(=[O:33])=[O:32])(=[O:33])=[O:32]. Product: [F:29][C:30]([F:49])([F:48])[S:31]([O:19][C:16]1[CH:17]=[C:18]2[C:13]([O:12][C:11]3[CH:10]=[CH:9][C:8]([C:21]4[C:22]([F:27])=[N:23][CH:24]=[CH:25][CH:26]=4)=[CH:7][C:6]=3[C@:5]32[CH2:4][O:3][C:2]([NH2:1])=[N:28]3)=[C:14]([F:20])[CH:15]=1)(=[O:33])=[O:32]. The catalyst class is: 2. (3) Reactant: [F:1][C:2]1[CH:19]=[CH:18][CH:17]=[CH:16][C:3]=1[CH2:4][N:5]1[C:9]2=[N:10][CH:11]=[N:12][CH:13]=[C:8]2[C:7]([C:14]#[N:15])=[N:6]1.C[O-].[Na+].[C:23]([OH:26])(=[O:25])[CH3:24].[Cl-].[NH4+:28]. Product: [C:23]([OH:26])(=[O:25])[CH3:24].[F:1][C:2]1[CH:19]=[CH:18][CH:17]=[CH:16][C:3]=1[CH2:4][N:5]1[C:9]2=[N:10][CH:11]=[N:12][CH:13]=[C:8]2[C:7]([C:14](=[NH:28])[NH2:15])=[N:6]1. The catalyst class is: 5.